The task is: Regression. Given two drug SMILES strings and cell line genomic features, predict the synergy score measuring deviation from expected non-interaction effect.. This data is from NCI-60 drug combinations with 297,098 pairs across 59 cell lines. (1) Drug 1: CC(C1=C(C=CC(=C1Cl)F)Cl)OC2=C(N=CC(=C2)C3=CN(N=C3)C4CCNCC4)N. Drug 2: CN(C(=O)NC(C=O)C(C(C(CO)O)O)O)N=O. Cell line: BT-549. Synergy scores: CSS=-7.04, Synergy_ZIP=1.35, Synergy_Bliss=-5.21, Synergy_Loewe=-9.08, Synergy_HSA=-9.42. (2) Drug 1: CCCS(=O)(=O)NC1=C(C(=C(C=C1)F)C(=O)C2=CNC3=C2C=C(C=N3)C4=CC=C(C=C4)Cl)F. Drug 2: CCC1=C2CN3C(=CC4=C(C3=O)COC(=O)C4(CC)O)C2=NC5=C1C=C(C=C5)O. Cell line: T-47D. Synergy scores: CSS=39.0, Synergy_ZIP=3.69, Synergy_Bliss=6.82, Synergy_Loewe=-6.59, Synergy_HSA=5.97. (3) Drug 2: COCCOC1=C(C=C2C(=C1)C(=NC=N2)NC3=CC=CC(=C3)C#C)OCCOC.Cl. Drug 1: C1CC(=O)NC(=O)C1N2CC3=C(C2=O)C=CC=C3N. Synergy scores: CSS=11.2, Synergy_ZIP=6.36, Synergy_Bliss=11.0, Synergy_Loewe=8.02, Synergy_HSA=7.21. Cell line: K-562. (4) Drug 1: CC(CN1CC(=O)NC(=O)C1)N2CC(=O)NC(=O)C2. Drug 2: C1=CC(=CC=C1CCCC(=O)O)N(CCCl)CCCl. Cell line: EKVX. Synergy scores: CSS=13.0, Synergy_ZIP=-5.31, Synergy_Bliss=-3.25, Synergy_Loewe=-0.198, Synergy_HSA=1.08. (5) Drug 1: C1=C(C(=O)NC(=O)N1)F. Drug 2: C1=NC(=NC(=O)N1C2C(C(C(O2)CO)O)O)N. Cell line: OVCAR-4. Synergy scores: CSS=48.0, Synergy_ZIP=-0.766, Synergy_Bliss=-3.01, Synergy_Loewe=-0.543, Synergy_HSA=-0.146.